This data is from Serine/threonine kinase 33 screen with 319,792 compounds. The task is: Binary Classification. Given a drug SMILES string, predict its activity (active/inactive) in a high-throughput screening assay against a specified biological target. The drug is O(c1cc(CCCN2C(CN=C2N)c2ccccc2)cc(OC)c1OC)C. The result is 0 (inactive).